Predict the reactants needed to synthesize the given product. From a dataset of Full USPTO retrosynthesis dataset with 1.9M reactions from patents (1976-2016). Given the product [OH:1][NH:2][C:3]([C:5]1[S:9][C:8]2[CH:10]=[C:11]([CH2:14][N:15]([CH2:16][C:17]3[CH:22]=[CH:21][CH:20]=[CH:19][CH:18]=3)[S:27]([CH3:26])(=[O:29])=[O:28])[CH:12]=[CH:13][C:7]=2[CH:6]=1)=[O:4], predict the reactants needed to synthesize it. The reactants are: [OH:1][NH:2][C:3]([C:5]1[S:9][C:8]2[CH:10]=[C:11]([CH2:14][N:15](C(=O)C)[CH2:16][C:17]3[CH:22]=[CH:21][CH:20]=[CH:19][CH:18]=3)[CH:12]=[CH:13][C:7]=2[CH:6]=1)=[O:4].[CH3:26][S:27](Cl)(=[O:29])=[O:28].